Dataset: Forward reaction prediction with 1.9M reactions from USPTO patents (1976-2016). Task: Predict the product of the given reaction. (1) Given the reactants [C:1]1([CH3:11])[CH:6]=CC(S(O)(=O)=O)=C[CH:2]=1.C(OC(=O)C(=N[NH:19][C:20]1[CH:25]=[CH:24][C:23]([Cl:26])=[C:22]([Cl:27])[CH:21]=1)C)C.[C:29](=[O:32])([O-])[OH:30].[Na+].[CH2:34]([O:36]CC)[CH3:35], predict the reaction product. The product is: [CH2:34]([O:36][C:11]([C:1]1[NH:19][C:20]2[C:21]([CH:6]=1)=[C:22]([Cl:27])[C:23]([Cl:26])=[CH:24][CH:25]=2)=[O:30])[CH3:35].[CH2:34]([O:30][C:29]([C:1]1[NH:19][C:20]2[C:25]([CH:2]=1)=[CH:24][C:23]([Cl:26])=[C:22]([Cl:27])[CH:21]=2)=[O:32])[CH3:35]. (2) The product is: [Cl:1][C:2]1[N:10]=[C:9]([CH3:11])[CH:8]=[CH:7][C:3]=1[C:4]([O:6][CH2:13][CH3:14])=[O:5]. Given the reactants [Cl:1][C:2]1[N:10]=[C:9]([CH3:11])[CH:8]=[CH:7][C:3]=1[C:4]([OH:6])=[O:5].O.[C:13]1(C)C=CC(S(O)(=O)=O)=C[CH:14]=1, predict the reaction product. (3) The product is: [CH3:29][N:30]([CH3:40])[C:31]1[N:32]([C:2]2[N:10]=[C:9]3[C:5]([N:6]=[C:7]([CH2:12][N:13]4[CH2:14][CH2:15][CH:16]([C:19]([OH:22])([CH3:20])[CH3:21])[CH2:17][CH2:18]4)[N:8]3[CH3:11])=[C:4]([N:23]3[CH2:24][CH2:25][O:26][CH2:27][CH2:28]3)[N:3]=2)[C:33]2[CH:39]=[CH:38][CH:37]=[CH:36][C:34]=2[N:35]=1. Given the reactants Cl[C:2]1[N:10]=[C:9]2[C:5]([N:6]=[C:7]([CH2:12][N:13]3[CH2:18][CH2:17][CH:16]([C:19]([OH:22])([CH3:21])[CH3:20])[CH2:15][CH2:14]3)[N:8]2[CH3:11])=[C:4]([N:23]2[CH2:28][CH2:27][O:26][CH2:25][CH2:24]2)[N:3]=1.[CH3:29][N:30]([CH3:40])[C:31]1[NH:35][C:34]2[CH:36]=[CH:37][CH:38]=[CH:39][C:33]=2[N:32]=1, predict the reaction product. (4) Given the reactants [Cl-].[Cl-].[Cl-].[Cs+].[Cs+].[Cs+].[O:7]1[C:11]2([CH2:16][CH2:15][C:14](=[O:17])[CH2:13][CH2:12]2)[O:10][CH2:9][CH2:8]1.[C:18]1([Mg]Cl)[CH:23]=[CH:22][CH:21]=[CH:20][CH:19]=1, predict the reaction product. The product is: [C:18]1([C:14]2([OH:17])[CH2:13][CH2:12][C:11]3([O:10][CH2:9][CH2:8][O:7]3)[CH2:16][CH2:15]2)[CH:23]=[CH:22][CH:21]=[CH:20][CH:19]=1. (5) Given the reactants [Cl:1][CH2:2][C:3]([NH:5][NH:6][C:7](=[O:12])[C:8]([F:11])([F:10])[F:9])=O.C(#N)C.P(Cl)(Cl)(Cl)=O.C(OC(C)C)(=O)C, predict the reaction product. The product is: [F:11][C:8]([F:9])([F:10])[C:7]1[O:12][C:3]([CH2:2][Cl:1])=[N:5][N:6]=1. (6) Given the reactants [Br:1][C:2]1[C:3]([CH:8]([NH:19]S(C(C)(C)C)=O)[C:9]2[CH:14]=[CH:13][C:12]([C:15]([F:18])([F:17])[F:16])=[CH:11][CH:10]=2)=[N:4][CH:5]=[CH:6][CH:7]=1.Cl.O1CCOCC1.CCN(C(C)C)C(C)C.[C:42](O[C:42]([O:44][C:45]([CH3:48])([CH3:47])[CH3:46])=[O:43])([O:44][C:45]([CH3:48])([CH3:47])[CH3:46])=[O:43], predict the reaction product. The product is: [C:45]([O:44][C:42](=[O:43])[NH:19][C@H:8]([C:3]1[C:2]([Br:1])=[CH:7][CH:6]=[CH:5][N:4]=1)[C:9]1[CH:10]=[CH:11][C:12]([C:15]([F:16])([F:17])[F:18])=[CH:13][CH:14]=1)([CH3:48])([CH3:47])[CH3:46].